Dataset: Experimentally validated miRNA-target interactions with 360,000+ pairs, plus equal number of negative samples. Task: Binary Classification. Given a miRNA mature sequence and a target amino acid sequence, predict their likelihood of interaction. (1) The miRNA is hsa-miR-5692a with sequence CAAAUAAUACCACAGUGGGUGU. The protein sequence of the target gene is MPLKHYLLLLVGCQAWGAGLAYHGCPSECTCSRASQVECTGARIVAVPTPLPWNAMSLQILNTHITELNESPFLNISALIALRIEKNELSRITPGAFRNLGSLRYLSLANNKLQVLPIGLFQGLDSLESLLLSSNQLLQIQPAHFSQCSNLKELQLHGNHLEYIPDGAFDHLVGLTKLNLGKNSLTHISPRVFQHLGNLQVLRLYENRLTDIPMGTFDGLVNLQELALQQNQIGLLSPGLFHNNHNLQRLYLSNNHISQLPPSVFMQLPQLNRLTLFGNSLKELSPGIFGPMPNLRELWL.... Result: 1 (interaction). (2) The miRNA is hsa-miR-770-5p with sequence UCCAGUACCACGUGUCAGGGCCA. The protein sequence of the target gene is MNLTEGRVVFEDVAIYFSQEEWGHLDEAQRLLYRDVMLENLALLSSLGSWHGAEDEEAPSQQGFSVGVSEVTASKPCLSSQKVHPSETCGPPLKDILCLVEHNGIHPEQHIYICEAELFQHPKQQIGENLSRGDDWIPSFGKNHRVHMAEEIFTCMEGWKDLPATSCLLQHQGPQSEWKPYRDTEDREAFQTGQNDYKCSECGKTFTCSYSFVEHQKIHTGERSYECNKCGKFFKYSANFMKHQTVHTSERTYECRECGKSFMYNYRLMRHKRVHTGERPYECNTCGKFFRYSSTFVRHQ.... Result: 1 (interaction).